This data is from Reaction yield outcomes from USPTO patents with 853,638 reactions. The task is: Predict the reaction yield, written as a fraction of the theoretical maximum amount of product (1.0 means a 100% yield; for example, 0.34 means a 34% yield). (1) The reactants are [CH3:1][N:2]1[C:6]2[C:7]([CH:11]([CH2:15][CH2:16][CH3:17])[CH2:12][CH2:13][CH3:14])=[CH:8][CH:9]=[CH:10][C:5]=2[NH:4][C:3]1=O.P(Cl)(Cl)([Cl:21])=O. The catalyst is C(OCC)(=O)C. The product is [Cl:21][C:3]1[N:2]([CH3:1])[C:6]2[C:7]([CH:11]([CH2:15][CH2:16][CH3:17])[CH2:12][CH2:13][CH3:14])=[CH:8][CH:9]=[CH:10][C:5]=2[N:4]=1. The yield is 0.860. (2) The reactants are [Br:1][C:2]1[CH:3]=[C:4]([CH:7]=O)[S:5][CH:6]=1.Cl.CN.[C:12]([BH3-])#[N:13].[Na+].[OH-].[Na+]. The catalyst is C(#N)C. The product is [Br:1][C:2]1[CH:3]=[C:4]([CH2:7][NH:13][CH3:12])[S:5][CH:6]=1. The yield is 0.790. (3) The reactants are C([O-])([O-])=O.[K+].[K+].[NH2:7][C@@:8]([C:24]1[CH:29]=[C:28]([Br:30])[CH:27]=[CH:26][C:25]=1[F:31])([CH3:23])[CH2:9][N:10]1[CH:14]=[C:13]([CH:15]([F:17])[F:16])[N:12]=[C:11]1[C:18](OCC)=[O:19]. The catalyst is CCO. The product is [Br:30][C:28]1[CH:27]=[CH:26][C:25]([F:31])=[C:24]([C@:8]2([CH3:23])[CH2:9][N:10]3[CH:14]=[C:13]([CH:15]([F:17])[F:16])[N:12]=[C:11]3[C:18](=[O:19])[NH:7]2)[CH:29]=1. The yield is 1.00. (4) The reactants are [Cl:1][C:2]1[CH:7]=[C:6]([O:8][C:9]2[C:18]3[C:13](=[CH:14][C:15]([OH:21])=[C:16]([O:19][CH3:20])[CH:17]=3)[N:12]=[CH:11][N:10]=2)[CH:5]=[CH:4][C:3]=1[NH:22][C:23]([NH:25][CH2:26][CH2:27][CH3:28])=[O:24].C(=O)([O-])[O-].[K+].[K+].Cl.Cl[CH2:37][C:38]1[CH:43]=[CH:42][N:41]=[CH:40][CH:39]=1.O. The catalyst is CN(C)C=O. The product is [Cl:1][C:2]1[CH:7]=[C:6]([O:8][C:9]2[C:18]3[C:13](=[CH:14][C:15]([O:21][CH2:37][C:38]4[CH:43]=[CH:42][N:41]=[CH:40][CH:39]=4)=[C:16]([O:19][CH3:20])[CH:17]=3)[N:12]=[CH:11][N:10]=2)[CH:5]=[CH:4][C:3]=1[NH:22][C:23]([NH:25][CH2:26][CH2:27][CH3:28])=[O:24]. The yield is 0.660. (5) The reactants are [C:1]([C:5]1[CH:10]=[C:9](Br)[C:8]([N+:12]([O-:14])=[O:13])=[CH:7][C:6]=1[OH:15])([CH3:4])([CH3:3])[CH3:2].[CH2:16]([O:18][C:19]1[CH:24]=[CH:23][CH:22]=[CH:21][C:20]=1B(O)O)[CH3:17].C(=O)([O-])[O-].[K+].[K+].O. The catalyst is CN(C=O)C.C1C=CC([P]([Pd]([P](C2C=CC=CC=2)(C2C=CC=CC=2)C2C=CC=CC=2)([P](C2C=CC=CC=2)(C2C=CC=CC=2)C2C=CC=CC=2)[P](C2C=CC=CC=2)(C2C=CC=CC=2)C2C=CC=CC=2)(C2C=CC=CC=2)C2C=CC=CC=2)=CC=1. The product is [C:1]([C:5]1[CH:10]=[C:9]([C:20]2[CH:21]=[CH:22][CH:23]=[CH:24][C:19]=2[O:18][CH2:16][CH3:17])[C:8]([N+:12]([O-:14])=[O:13])=[CH:7][C:6]=1[OH:15])([CH3:4])([CH3:3])[CH3:2]. The yield is 0.920. (6) The reactants are [OH:1][CH2:2][C:3]1[C:8]([C:9]#[N:10])=[C:7]([O:11][CH3:12])[N:6]=[C:5]([CH3:13])[CH:4]=1.Br[CH2:15][CH:16]=[CH2:17].[H-].[Na+].[Cl-].[NH4+]. The catalyst is CN(C=O)C. The product is [CH2:17]([O:1][CH2:2][C:3]1[C:8]([C:9]#[N:10])=[C:7]([O:11][CH3:12])[N:6]=[C:5]([CH3:13])[CH:4]=1)[CH:16]=[CH2:15]. The yield is 0.502. (7) The reactants are [F:1][C:2]1[CH:10]=[C:9]2[C:5]([CH:6]=[CH:7][NH:8]2)=[CH:4][CH:3]=1.Cl.O.[NH:13]1[CH2:18][CH2:17][C:16](=O)[CH2:15][CH2:14]1. The catalyst is [Pt](=O)=O. The product is [F:1][C:2]1[CH:10]=[C:9]2[C:5]([C:6]([CH:16]3[CH2:17][CH2:18][NH:13][CH2:14][CH2:15]3)=[CH:7][NH:8]2)=[CH:4][CH:3]=1. The yield is 0.510.